From a dataset of Full USPTO retrosynthesis dataset with 1.9M reactions from patents (1976-2016). Predict the reactants needed to synthesize the given product. (1) Given the product [Cl:1][C:2]1[CH:34]=[CH:33][C:5]2[N:6]([CH2:28][CH2:29][CH2:30][CH2:31][F:32])[C:7]([CH2:9][N:10]3[C:14]4[CH:15]=[N:16][CH:17]=[CH:18][C:13]=4[N:12]([CH2:19][C:20]([OH:22])=[O:21])[C:11]3=[O:27])=[N:8][C:4]=2[CH:3]=1, predict the reactants needed to synthesize it. The reactants are: [Cl:1][C:2]1[CH:34]=[CH:33][C:5]2[N:6]([CH2:28][CH2:29][CH2:30][CH2:31][F:32])[C:7]([CH2:9][N:10]3[C:14]4[CH:15]=[N:16][CH:17]=[CH:18][C:13]=4[N:12]([CH2:19][C:20]([O:22]C(C)(C)C)=[O:21])[C:11]3=[O:27])=[N:8][C:4]=2[CH:3]=1.[OH-].[Li+].Cl.ClCCl. (2) Given the product [F:1][C:2]([F:19])([F:18])[C:3]1[CH:4]=[C:5]([C:9]2[CH:10]=[C:11]([C:12]([F:15])([F:14])[F:13])[N:22]3[N:23]=[CH:24][C:25]([C:26]#[N:27])=[C:21]3[N:20]=2)[CH:6]=[CH:7][CH:8]=1, predict the reactants needed to synthesize it. The reactants are: [F:1][C:2]([F:19])([F:18])[C:3]1[CH:4]=[C:5]([C:9](=O)[CH2:10][C:11](=O)[C:12]([F:15])([F:14])[F:13])[CH:6]=[CH:7][CH:8]=1.[NH2:20][C:21]1[C:25]([C:26]#[N:27])=[CH:24][NH:23][N:22]=1. (3) Given the product [CH3:22][O:23][C:24]1[CH:29]=[CH:28][C:27]([CH3:30])=[CH:26][C:25]=1[C:31]1[C:32]([C:40]([OH:42])=[O:41])=[CH:33][C:34]([N+:37]([O-:39])=[O:38])=[CH:35][CH:36]=1, predict the reactants needed to synthesize it. The reactants are: FC1C=CC(OC)=C(C2C(C(O)=O)=CC([N+]([O-])=O)=CC=2)C=1.[CH3:22][O:23][C:24]1[CH:29]=[CH:28][C:27]([CH3:30])=[CH:26][C:25]=1[C:31]1[C:32]([C:40]([O:42]C)=[O:41])=[CH:33][C:34]([N+:37]([O-:39])=[O:38])=[CH:35][CH:36]=1. (4) Given the product [Cl-:64].[C:1]([C:5]1[CH:6]=[CH:7][C:8]([N:11]2[CH:15]([C:16]3[CH:17]=[CH:18][C:19]4[N:23]=[C:22]([C@@H:24]5[CH2:28][CH2:27][CH2:26][N:25]5[C:29](=[O:39])[C@@H:30]([NH:34][C:35]([O:37][CH3:38])=[O:36])[CH:31]([CH3:33])[CH3:32])[NH:21][C:20]=4[CH:40]=3)[CH2:14][CH2:13][CH:12]2[C:41]2[CH:46]=[CH:45][C:44]([C:47]3[NH:51][C:50]([C@@H:52]4[CH2:56][CH2:55][CH2:54][NH2+:53]4)=[N:49][CH:48]=3)=[CH:43][CH:42]=2)=[CH:9][CH:10]=1)([CH3:3])([CH3:4])[CH3:2], predict the reactants needed to synthesize it. The reactants are: [C:1]([C:5]1[CH:10]=[CH:9][C:8]([N:11]2[CH:15]([C:16]3[CH:17]=[CH:18][C:19]4[N:23]=[C:22]([C@@H:24]5[CH2:28][CH2:27][CH2:26][N:25]5[C:29](=[O:39])[C@@H:30]([NH:34][C:35]([O:37][CH3:38])=[O:36])[CH:31]([CH3:33])[CH3:32])[NH:21][C:20]=4[CH:40]=3)[CH2:14][CH2:13][CH:12]2[C:41]2[CH:46]=[CH:45][C:44]([C:47]3[NH:51][C:50]([C@@H:52]4[CH2:56][CH2:55][CH2:54][N:53]4C(OC(C)(C)C)=O)=[N:49][CH:48]=3)=[CH:43][CH:42]=2)=[CH:7][CH:6]=1)([CH3:4])([CH3:3])[CH3:2].[ClH:64].O1CCOCC1. (5) Given the product [CH:1]1([C:6]([C:8]2[CH:13]=[C:12]([O:14][CH3:15])[CH:11]=[CH:10][C:9]=2[O:16][S:25]([C:24]([F:37])([F:36])[F:23])(=[O:27])=[O:26])=[O:7])[CH2:2][CH:3]=[CH:4][CH2:5]1, predict the reactants needed to synthesize it. The reactants are: [CH:1]1([C:6]([C:8]2[CH:13]=[C:12]([O:14][CH3:15])[CH:11]=[CH:10][C:9]=2[OH:16])=[O:7])[CH2:5][CH:4]=[CH:3][CH2:2]1.N1C=CC=CC=1.[F:23][C:24]([F:37])([F:36])[S:25](O[S:25]([C:24]([F:37])([F:36])[F:23])(=[O:27])=[O:26])(=[O:27])=[O:26].Cl. (6) Given the product [F:15][C:14]([F:16])=[C:2]1[CH2:7][CH2:6][CH:5]([C:8]([O:10][CH2:11][CH3:12])=[O:9])[CH2:4][CH2:3]1, predict the reactants needed to synthesize it. The reactants are: O=[C:2]1[CH2:7][CH2:6][CH:5]([C:8]([O:10][CH2:11][CH3:12])=[O:9])[CH2:4][CH2:3]1.Br[C:14](Br)([F:16])[F:15].C1(P(C2C=CC=CC=2)C2C=CC=CC=2)C=CC=CC=1.